Dataset: Full USPTO retrosynthesis dataset with 1.9M reactions from patents (1976-2016). Task: Predict the reactants needed to synthesize the given product. Given the product [Cl:19][C:13]1[CH:14]=[CH:15][C:16]([F:18])=[CH:17][C:12]=1[C:7]1[CH:8]=[N:9][C:10]2[C:5]([CH:6]=1)=[CH:4][N:3]=[C:2]([NH:25][C:23]([CH:20]1[CH2:22][CH2:21]1)=[O:24])[CH:11]=2, predict the reactants needed to synthesize it. The reactants are: Br[C:2]1[CH:11]=[C:10]2[C:5]([CH:6]=[C:7]([C:12]3[CH:17]=[C:16]([F:18])[CH:15]=[CH:14][C:13]=3[Cl:19])[CH:8]=[N:9]2)=[CH:4][N:3]=1.[CH:20]1([C:23]([NH2:25])=[O:24])[CH2:22][CH2:21]1.C1(P(C2C=CC=CC=2)C2C3OC4C(=CC=CC=4P(C4C=CC=CC=4)C4C=CC=CC=4)C(C)(C)C=3C=CC=2)C=CC=CC=1.C(=O)([O-])[O-].[Cs+].[Cs+].